From a dataset of Full USPTO retrosynthesis dataset with 1.9M reactions from patents (1976-2016). Predict the reactants needed to synthesize the given product. (1) Given the product [C:10]([N:6]1[CH:5]=[C:4]([N+:1]([O-:3])=[O:2])[CH:8]=[N:7]1)([CH3:13])([CH3:12])[CH3:11], predict the reactants needed to synthesize it. The reactants are: [N+:1]([C:4]1[CH:5]=[N:6][NH:7][CH:8]=1)([O-:3])=[O:2].Br[C:10]([CH3:13])([CH3:12])[CH3:11].C(=O)([O-])[O-].[K+].[K+]. (2) Given the product [CH2:10]([CH:9]1[CH2:8][CH2:24][N:20]([CH2:19][C:18]2[CH:26]=[CH:27][C:15]([O:14][CH3:13])=[CH:16][CH:17]=2)[C:21]1=[O:25])[CH3:11], predict the reactants needed to synthesize it. The reactants are: C(NC(C)C)(C)C.[CH2:8]([Li])[CH2:9][CH2:10][CH3:11].[CH3:13][O:14][C:15]1[CH:27]=[CH:26][C:18]([CH2:19][N:20]2[CH2:24]CC[C:21]2=[O:25])=[CH:17][CH:16]=1.ICC.[Cl-].[NH4+]. (3) Given the product [CH2:1]([O:8][C:9]([N:11]1[CH2:16][CH2:15][CH:14]([CH2:17][NH:18][C:19]2[CH:24]=[C:23]([CH3:25])[N:22]=[C:21]([NH:32][CH2:31][C:30]3[CH:33]=[CH:34][C:35]([O:37][CH3:38])=[CH:36][C:29]=3[O:28][CH3:27])[N:20]=2)[CH2:13][CH2:12]1)=[O:10])[C:2]1[CH:7]=[CH:6][CH:5]=[CH:4][CH:3]=1, predict the reactants needed to synthesize it. The reactants are: [CH2:1]([O:8][C:9]([N:11]1[CH2:16][CH2:15][CH:14]([CH2:17][NH:18][C:19]2[CH:24]=[C:23]([CH3:25])[N:22]=[C:21](Cl)[N:20]=2)[CH2:13][CH2:12]1)=[O:10])[C:2]1[CH:7]=[CH:6][CH:5]=[CH:4][CH:3]=1.[CH3:27][O:28][C:29]1[CH:36]=[C:35]([O:37][CH3:38])[CH:34]=[CH:33][C:30]=1[CH2:31][NH2:32]. (4) Given the product [F:19][C:5]1[C:6]([C:8]#[N:9])=[N:7][C:2]([F:1])=[CH:3][N:4]=1, predict the reactants needed to synthesize it. The reactants are: [F:1][C:2]1[N:7]=[C:6]([C:8]#[N:9])[C:5](S(C2C=CC=CC=2)(=O)=O)=[N:4][CH:3]=1.[F-:19].[K+].C(OCC)(=O)C.O.